From a dataset of NCI-60 drug combinations with 297,098 pairs across 59 cell lines. Regression. Given two drug SMILES strings and cell line genomic features, predict the synergy score measuring deviation from expected non-interaction effect. (1) Drug 1: CC12CCC3C(C1CCC2O)C(CC4=C3C=CC(=C4)O)CCCCCCCCCS(=O)CCCC(C(F)(F)F)(F)F. Drug 2: CC1=C(C(=O)C2=C(C1=O)N3CC4C(C3(C2COC(=O)N)OC)N4)N. Cell line: SK-MEL-5. Synergy scores: CSS=42.7, Synergy_ZIP=-2.16, Synergy_Bliss=-1.16, Synergy_Loewe=-29.3, Synergy_HSA=1.16. (2) Drug 1: CS(=O)(=O)C1=CC(=C(C=C1)C(=O)NC2=CC(=C(C=C2)Cl)C3=CC=CC=N3)Cl. Drug 2: C1=NC2=C(N=C(N=C2N1C3C(C(C(O3)CO)O)O)F)N. Cell line: HCC-2998. Synergy scores: CSS=26.8, Synergy_ZIP=-6.22, Synergy_Bliss=-4.55, Synergy_Loewe=-14.4, Synergy_HSA=-4.42. (3) Drug 1: CC1C(C(CC(O1)OC2CC(CC3=C2C(=C4C(=C3O)C(=O)C5=C(C4=O)C(=CC=C5)OC)O)(C(=O)C)O)N)O.Cl. Drug 2: COC1=NC(=NC2=C1N=CN2C3C(C(C(O3)CO)O)O)N. Cell line: UACC-257. Synergy scores: CSS=6.56, Synergy_ZIP=1.40, Synergy_Bliss=6.83, Synergy_Loewe=-4.23, Synergy_HSA=3.11. (4) Drug 1: CNC(=O)C1=CC=CC=C1SC2=CC3=C(C=C2)C(=NN3)C=CC4=CC=CC=N4. Drug 2: C1=CC=C(C(=C1)C(C2=CC=C(C=C2)Cl)C(Cl)Cl)Cl. Cell line: SNB-75. Synergy scores: CSS=4.97, Synergy_ZIP=-1.16, Synergy_Bliss=0.936, Synergy_Loewe=0.773, Synergy_HSA=2.02.